Dataset: Forward reaction prediction with 1.9M reactions from USPTO patents (1976-2016). Task: Predict the product of the given reaction. (1) Given the reactants [Br:1][C:2]1[C:3](=[O:17])[NH:4][C:5](=[O:16])[N:6]([CH2:8][CH2:9][C:10]2[CH:15]=CC=C[CH:11]=2)[N:7]=1.ICCC(C)C, predict the reaction product. The product is: [Br:1][C:2]1[C:3](=[O:17])[NH:4][C:5](=[O:16])[N:6]([CH2:8][CH2:9][CH:10]([CH3:11])[CH3:15])[N:7]=1. (2) Given the reactants [Cl:1][C:2]1[CH:10]=[C:9]2[C:5]([C:6]([CH2:23][CH:24]([CH3:26])[CH3:25])=[CH:7][N:8]2[C:11]2[S:12][CH:13]=[C:14]([C:16](/[N:18]=[CH:19]/[N:20](C)C)=O)[N:15]=2)=[CH:4][CH:3]=1.O.[NH2:28]N, predict the reaction product. The product is: [Cl:1][C:2]1[CH:10]=[C:9]2[C:5]([C:6]([CH2:23][CH:24]([CH3:25])[CH3:26])=[CH:7][N:8]2[C:11]2[S:12][CH:13]=[C:14]([C:16]3[NH:18][CH:19]=[N:20][N:28]=3)[N:15]=2)=[CH:4][CH:3]=1. (3) Given the reactants [Cl:1][C:2]1[CH:11]=[C:10]([C:12]#[N:13])[CH:9]=[C:8]([Cl:14])[C:3]=1[C:4]([O:6]C)=[O:5].[I-].[Li+], predict the reaction product. The product is: [Cl:1][C:2]1[CH:11]=[C:10]([C:12]#[N:13])[CH:9]=[C:8]([Cl:14])[C:3]=1[C:4]([OH:6])=[O:5]. (4) Given the reactants [CH3:1][C:2]1[S:6][C:5]2[CH:7]=[C:8](OS(C(F)(F)F)(=O)=O)[CH:9]=[CH:10][C:4]=2[C:3]=1[C:19]1[CH:24]=[CH:23][C:22]([C:25]([F:28])([F:27])[F:26])=[CH:21][CH:20]=1.[CH2:29]([OH:34])[CH2:30][CH2:31][C:32]#[CH:33], predict the reaction product. The product is: [CH3:1][C:2]1[S:6][C:5]2[CH:7]=[C:8]([C:33]#[C:32][CH2:31][CH2:30][CH2:29][OH:34])[CH:9]=[CH:10][C:4]=2[C:3]=1[C:19]1[CH:20]=[CH:21][C:22]([C:25]([F:26])([F:27])[F:28])=[CH:23][CH:24]=1.